The task is: Predict the reactants needed to synthesize the given product.. This data is from Full USPTO retrosynthesis dataset with 1.9M reactions from patents (1976-2016). (1) Given the product [CH3:24][C:25]1[N:30]2[CH:31]=[C:32]([CH2:34][N:11]([CH:9]3[C:10]4[N:1]=[CH:2][CH:3]=[CH:4][C:5]=4[CH2:6][CH2:7][CH2:8]3)[CH2:12][CH2:13][CH2:14][CH2:15][NH2:16])[N:33]=[C:29]2[CH:28]=[CH:27][CH:26]=1, predict the reactants needed to synthesize it. The reactants are: [N:1]1[C:10]2[CH:9]([NH:11][CH2:12][CH2:13][CH2:14][CH2:15][NH:16]C(=O)OC(C)(C)C)[CH2:8][CH2:7][CH2:6][C:5]=2[CH:4]=[CH:3][CH:2]=1.[CH3:24][C:25]1[N:30]2[CH:31]=[C:32]([CH:34]=O)[N:33]=[C:29]2[CH:28]=[CH:27][CH:26]=1. (2) The reactants are: [NH2:1][C:2]1[N:7]=[C:6]([C:8]#[N:9])[C:5]([C:10]2[CH:15]=[CH:14][C:13](Cl)=[CH:12][C:11]=2[F:17])=[N:4][CH:3]=1.[CH3:18][C:19]1([CH3:35])[C:23]([CH3:25])([CH3:24])[O:22][B:21]([B:21]2[O:22][C:23]([CH3:25])([CH3:24])[C:19]([CH3:35])([CH3:18])[O:20]2)[O:20]1.[CH3:18][C:19]1([CH3:35])[C:23]([CH3:25])([CH3:24])[O:22][B:21]([B:21]2[O:22][C:23]([CH3:25])([CH3:24])[C:19]([CH3:35])([CH3:18])[O:20]2)[O:20]1.CC([O-])=O.[K+]. Given the product [NH2:1][C:2]1[N:7]=[C:6]([C:8]#[N:9])[C:5]([C:10]2[CH:15]=[CH:14][C:13]([B:21]3[O:22][C:23]([CH3:25])([CH3:24])[C:19]([CH3:35])([CH3:18])[O:20]3)=[CH:12][C:11]=2[F:17])=[N:4][CH:3]=1, predict the reactants needed to synthesize it.